From a dataset of Reaction yield outcomes from USPTO patents with 853,638 reactions. Predict the reaction yield, written as a fraction of the theoretical maximum amount of product (1.0 means a 100% yield; for example, 0.34 means a 34% yield). (1) The reactants are [NH:1]1[CH2:4][CH2:3][CH2:2]1.[CH:5]1([C:8]2[N:13]=[C:12]([C:14]([NH:16][C:17]3[CH:25]=[N:24][CH:23]=[CH:22][C:18]=3[C:19](O)=[O:20])=[O:15])[C:11]([NH:26][C:27]3[CH:28]=[N:29][CH:30]=[N:31][CH:32]=3)=[CH:10][CH:9]=2)[CH2:7][CH2:6]1. No catalyst specified. The product is [N:1]1([C:19]([C:18]2[CH:22]=[CH:23][N:24]=[CH:25][C:17]=2[NH:16][C:14]([C:12]2[C:11]([NH:26][C:27]3[CH:28]=[N:29][CH:30]=[N:31][CH:32]=3)=[CH:10][CH:9]=[C:8]([CH:5]3[CH2:7][CH2:6]3)[N:13]=2)=[O:15])=[O:20])[CH2:4][CH2:3][CH2:2]1. The yield is 0.600. (2) The reactants are [CH3:1][C:2]1[O:6][C:5]([CH2:7][C:8]2[CH:13]=[CH:12][C:11]([CH2:14][C:15](Cl)=[N:16][OH:17])=[CH:10][CH:9]=2)=[CH:4][CH:3]=1.O1CCCC1.[C:24]([C:26]1[C:27]([NH2:33])=[N:28][C:29]([NH2:32])=[CH:30][CH:31]=1)#[CH:25].C(N(CC)CC)C. The catalyst is O. The product is [CH3:1][C:2]1[O:6][C:5]([CH2:7][C:8]2[CH:13]=[CH:12][C:11]([CH2:14][C:15]3[CH:25]=[C:24]([C:26]4[C:27]([NH2:33])=[N:28][C:29]([NH2:32])=[CH:30][CH:31]=4)[O:17][N:16]=3)=[CH:10][CH:9]=2)=[CH:4][CH:3]=1. The yield is 0.760. (3) The reactants are [Cl:1][C:2]1[CH:3]=[CH:4][C:5]([N+:11]([O-:13])=[O:12])=[C:6]([CH:10]=1)[CH:7]=[N:8][OH:9].[Cl:14]OC(C)(C)C. The catalyst is ClCCCl. The product is [Cl:1][C:2]1[CH:3]=[CH:4][C:5]([N+:11]([O-:13])=[O:12])=[C:6]([CH:10]=1)[C:7]([Cl:14])=[N:8][OH:9]. The yield is 0.950. (4) The reactants are [CH2:1]([Li])CCC.[CH2:6]([N:9]([CH2:32][CH2:33][CH3:34])[C:10]1[CH:11]=[C:12]([CH:30]=O)[C:13](=[O:29])[N:14]2[C:19]=1[CH:18]=[CH:17][CH:16]=[C:15]2[C:20]1[C:25]([CH3:26])=[CH:24][C:23]([CH3:27])=[CH:22][C:21]=1[CH3:28])[CH2:7][CH3:8]. The catalyst is [Br-].C[P+](C1C=CC=CC=1)(C1C=CC=CC=1)C1C=CC=CC=1.O1CCCC1. The product is [CH2:32]([N:9]([CH2:6][CH2:7][CH3:8])[C:10]1[CH:11]=[C:12]([CH:30]=[CH2:1])[C:13](=[O:29])[N:14]2[C:19]=1[CH:18]=[CH:17][CH:16]=[C:15]2[C:20]1[C:21]([CH3:28])=[CH:22][C:23]([CH3:27])=[CH:24][C:25]=1[CH3:26])[CH2:33][CH3:34]. The yield is 0.450. (5) The reactants are [CH3:1][O:2][C:3](=[O:12])[C:4]1[CH:9]=[CH:8][CH:7]=[C:6]([CH:10]=O)[CH:5]=1.[F:13][C:14]([F:50])([F:49])[C:15]1[CH:16]=[C:17]([CH:42]=[C:43]([C:45]([F:48])([F:47])[F:46])[CH:44]=1)[CH2:18][N:19]([C:36]1[N:37]=[N:38][N:39]([CH3:41])[N:40]=1)[C@H:20]1[CH2:26][CH2:25][CH2:24][NH:23][C:22]2[CH:27]=[C:28]([C:32]([F:35])([F:34])[F:33])[C:29]([CH3:31])=[CH:30][C:21]1=2.C(O[BH-](OC(=O)C)OC(=O)C)(=O)C.[Na+]. The catalyst is C(O)(=O)C.ClCCCl.C(Cl)Cl. The product is [CH3:1][O:2][C:3](=[O:12])[C:4]1[CH:9]=[CH:8][CH:7]=[C:6]([CH2:10][N:23]2[CH2:24][CH2:25][CH2:26][C@H:20]([N:19]([CH2:18][C:17]3[CH:42]=[C:43]([C:45]([F:48])([F:47])[F:46])[CH:44]=[C:15]([C:14]([F:13])([F:50])[F:49])[CH:16]=3)[C:36]3[N:37]=[N:38][N:39]([CH3:41])[N:40]=3)[C:21]3[CH:30]=[C:29]([CH3:31])[C:28]([C:32]([F:34])([F:33])[F:35])=[CH:27][C:22]2=3)[CH:5]=1. The yield is 0.530. (6) The reactants are [CH3:1][N:2]1[CH2:6][CH2:5][CH2:4][CH:3]1[CH2:7][CH2:8][NH:9][C:10]1[C:11]([NH2:19])=[CH:12][C:13]([N+:16]([O-:18])=[O:17])=[CH:14][CH:15]=1.[CH2:20]([O:22][C:23]1[CH:28]=[CH:27][C:26]([CH2:29][C:30](O)=[O:31])=[CH:25][CH:24]=1)[CH3:21].C(OC1C=CC2C(=CC=CC=2)N1C(OCC)=O)C. The catalyst is C(Cl)(Cl)Cl. The product is [CH2:20]([O:22][C:23]1[CH:28]=[CH:27][C:26]([CH2:29][C:30]([NH:19][C:11]2[CH:12]=[C:13]([N+:16]([O-:18])=[O:17])[CH:14]=[CH:15][C:10]=2[NH:9][CH2:8][CH2:7][CH:3]2[CH2:4][CH2:5][CH2:6][N:2]2[CH3:1])=[O:31])=[CH:25][CH:24]=1)[CH3:21]. The yield is 0.180. (7) The reactants are [N:1]12[CH2:8][CH2:7][CH:4]([CH2:5][CH2:6]1)[C@@H:3]([O:9][C:10](=[O:23])[C:11]([OH:22])([C:17]1[S:18][CH:19]=[CH:20][CH:21]=1)[C:12]1[S:13][CH:14]=[CH:15][CH:16]=1)[CH2:2]2.[O:24]([CH2:31][CH2:32][CH2:33][Br:34])[C:25]1[CH:30]=[CH:29][CH:28]=[CH:27][CH:26]=1. The catalyst is CC#N.C(Cl)(Cl)Cl. The product is [Br-:34].[OH:22][C:11]([C:12]1[S:13][CH:14]=[CH:15][CH:16]=1)([C:17]1[S:18][CH:19]=[CH:20][CH:21]=1)[C:10]([O:9][C@@H:3]1[CH:4]2[CH2:7][CH2:8][N+:1]([CH2:33][CH2:32][CH2:31][O:24][C:25]3[CH:30]=[CH:29][CH:28]=[CH:27][CH:26]=3)([CH2:6][CH2:5]2)[CH2:2]1)=[O:23]. The yield is 0.900. (8) The reactants are [Cl-].O[NH3+:3].[C:4](=[O:7])([O-])[OH:5].[Na+].CS(C)=O.[F:13][C:14]1[CH:15]=[C:16]([C:40]2[C:41]([C:46]#[N:47])=[CH:42][CH:43]=[CH:44][CH:45]=2)[CH:17]=[CH:18][C:19]=1[CH2:20][C:21]1[C:22](=[O:39])[N:23]([CH:33]2[CH2:38][CH2:37][CH2:36][O:35][CH2:34]2)[C:24]2[N:25]([N:30]=[CH:31][N:32]=2)[C:26]=1[CH2:27][CH2:28][CH3:29]. The catalyst is C(OCC)(=O)C. The yield is 0.560. The product is [F:13][C:14]1[CH:15]=[C:16]([C:40]2[CH:45]=[CH:44][CH:43]=[CH:42][C:41]=2[C:46]2[NH:3][C:4](=[O:7])[O:5][N:47]=2)[CH:17]=[CH:18][C:19]=1[CH2:20][C:21]1[C:22](=[O:39])[N:23]([CH:33]2[CH2:38][CH2:37][CH2:36][O:35][CH2:34]2)[C:24]2[N:25]([N:30]=[CH:31][N:32]=2)[C:26]=1[CH2:27][CH2:28][CH3:29].